From a dataset of HIV replication inhibition screening data with 41,000+ compounds from the AIDS Antiviral Screen. Binary Classification. Given a drug SMILES string, predict its activity (active/inactive) in a high-throughput screening assay against a specified biological target. The compound is Cc1oc2ccccc2c(=O)c1CN1CCN(c2ccccn2)CC1.Cl. The result is 0 (inactive).